This data is from Reaction yield outcomes from USPTO patents with 853,638 reactions. The task is: Predict the reaction yield, written as a fraction of the theoretical maximum amount of product (1.0 means a 100% yield; for example, 0.34 means a 34% yield). (1) The reactants are Br[C:2]1[C:3]([F:10])=[CH:4][C:5]([Cl:9])=[C:6]([CH3:8])[CH:7]=1.[Mg].II.[C:14](OCC)(=[O:20])[C:15]([O:17][CH2:18][CH3:19])=[O:16].[Cl-].[NH4+]. The catalyst is C1COCC1. The product is [Cl:9][C:5]1[C:6]([CH3:8])=[CH:7][C:2]([C:14](=[O:20])[C:15]([O:17][CH2:18][CH3:19])=[O:16])=[C:3]([F:10])[CH:4]=1. The yield is 0.500. (2) The reactants are [NH2:1][C:2]1[CH:7]=[CH:6][C:5]([S:8]([NH:11][C:12]2[CH:13]=[CH:14][C:15]3[CH2:19][O:18][B:17]([OH:20])[C:16]=3[CH:21]=2)(=[O:10])=[O:9])=[C:4]([CH2:22][NH2:23])[CH:3]=1.C(N(CC)CC)C.[CH:31]1([S:37](Cl)(=[O:39])=[O:38])[CH2:36][CH2:35][CH2:34][CH2:33][CH2:32]1. The catalyst is C(Cl)Cl. The product is [NH2:1][C:2]1[CH:7]=[CH:6][C:5]([S:8]([NH:11][C:12]2[CH:13]=[CH:14][C:15]3[CH2:19][O:18][B:17]([OH:20])[C:16]=3[CH:21]=2)(=[O:9])=[O:10])=[C:4]([CH2:22][NH:23][S:37]([CH:31]2[CH2:36][CH2:35][CH2:34][CH2:33][CH2:32]2)(=[O:39])=[O:38])[CH:3]=1. The yield is 0.130. (3) The reactants are [Cl:1][C:2]1[C:3](=[O:29])[N:4]([C:19]2[CH:20]=[C:21]([CH:25]=[CH:26][C:27]=2[F:28])[C:22](O)=[O:23])[C:5]([CH3:18])=[CH:6][C:7]=1[O:8][CH2:9][C:10]1[CH:15]=[CH:14][C:13]([F:16])=[CH:12][C:11]=1[F:17].C[N:31]1CCOCC1.ClC1N=C(OC)N=C(OC)N=1.[NH4+].[OH-]. The catalyst is O.O1CCCC1. The product is [Cl:1][C:2]1[C:3](=[O:29])[N:4]([C:19]2[CH:20]=[C:21]([CH:25]=[CH:26][C:27]=2[F:28])[C:22]([NH2:31])=[O:23])[C:5]([CH3:18])=[CH:6][C:7]=1[O:8][CH2:9][C:10]1[CH:15]=[CH:14][C:13]([F:16])=[CH:12][C:11]=1[F:17]. The yield is 0.780.